This data is from Peptide-MHC class I binding affinity with 185,985 pairs from IEDB/IMGT. The task is: Regression. Given a peptide amino acid sequence and an MHC pseudo amino acid sequence, predict their binding affinity value. This is MHC class I binding data. (1) The peptide sequence is PIIYSKAGNI. The MHC is HLA-A02:06 with pseudo-sequence HLA-A02:06. The binding affinity (normalized) is 0.391. (2) The peptide sequence is TVLDVGDAY. The MHC is HLA-A03:01 with pseudo-sequence HLA-A03:01. The binding affinity (normalized) is 0.0935. (3) The MHC is HLA-A02:03 with pseudo-sequence HLA-A02:03. The binding affinity (normalized) is 0.0177. The peptide sequence is KAGQYVTIW. (4) The peptide sequence is AEMKTDAATLA. The MHC is HLA-A01:01 with pseudo-sequence HLA-A01:01. The binding affinity (normalized) is 0.329. (5) The peptide sequence is ATMLEYVRY. The MHC is HLA-A31:01 with pseudo-sequence HLA-A31:01. The binding affinity (normalized) is 0.248. (6) The peptide sequence is LSDDSGLMV. The MHC is HLA-B08:01 with pseudo-sequence HLA-B08:01. The binding affinity (normalized) is 0.0847. (7) The peptide sequence is KETINEEAA. The MHC is HLA-A02:06 with pseudo-sequence HLA-A02:06. The binding affinity (normalized) is 0. (8) The peptide sequence is IMFEQYFIY. The MHC is HLA-A68:01 with pseudo-sequence HLA-A68:01. The binding affinity (normalized) is 0.508.